From a dataset of Catalyst prediction with 721,799 reactions and 888 catalyst types from USPTO. Predict which catalyst facilitates the given reaction. (1) Product: [CH3:1][O:2][C:3]1[CH:4]=[CH:5][C:6]2[CH2:12][CH2:11][NH:10][C:9](=[O:13])[CH2:8][C:7]=2[CH:14]=1. The catalyst class is: 285. Reactant: [CH3:1][O:2][C:3]1[CH:4]=[CH:5][C:6]2[CH:12]=[CH:11][NH:10][C:9](=[O:13])[CH2:8][C:7]=2[CH:14]=1. (2) Reactant: [C:1]([NH:8][CH2:9][CH2:10][C:11]([OH:13])=O)([O:3][C:4]([CH3:7])([CH3:6])[CH3:5])=[O:2].[CH:14]1[CH:19]=[N:18][C:17]2N(O)N=[N:22][C:16]=2[CH:15]=1.CCN=C=NCCCN(C)C.Cl.Cl.NC1C=NC=CC=1. Product: [C:4]([O:3][C:1](=[O:2])[NH:8][CH2:9][CH2:10][C:11](=[O:13])[NH:22][C:16]1[CH:17]=[N:18][CH:19]=[CH:14][CH:15]=1)([CH3:5])([CH3:6])[CH3:7]. The catalyst class is: 2. (3) Reactant: [CH3:1][C:2]1[C:10]([CH3:11])=[CH:9][CH:8]=[C:7]2[C:3]=1[C:4](=[O:13])C(=O)[NH:6]2.[OH-:14].[Na+].OO. Product: [NH2:6][C:7]1[C:3]([C:4]([OH:13])=[O:14])=[C:2]([CH3:1])[C:10]([CH3:11])=[CH:9][CH:8]=1. The catalyst class is: 6.